This data is from Forward reaction prediction with 1.9M reactions from USPTO patents (1976-2016). The task is: Predict the product of the given reaction. (1) Given the reactants [NH2:1][C:2]([O:4][CH2:5][CH3:6])=[O:3].[C:7]([O-:20])(=[O:19])[CH2:8][CH2:9]CCCCCCCCC.[C:7]([O-:20])(=[O:19])[CH2:8][CH2:9]CCCCCCCCC.C([Sn+2]CCCC)CCC.COC1C=CC(O)=CC=1.C(OCCO)(=O)C=C, predict the reaction product. The product is: [C:7]([OH:20])(=[O:19])[CH:8]=[CH2:9].[NH2:1][C:2]([O:4][CH2:5][CH3:6])=[O:3]. (2) Given the reactants [Br:1][C:2]1[CH:3]=[CH:4][C:5]2[S:9][CH:8]=[CH:7][C:6]=2[CH:10]=1.[CH3:11][O:12]C(Cl)Cl.C([O-])(O)=O.[Na+], predict the reaction product. The product is: [Br:1][C:2]1[CH:3]=[CH:4][C:5]2[S:9][CH:8]=[C:7]([CH:11]=[O:12])[C:6]=2[CH:10]=1. (3) The product is: [C:1]([C:5]([C:8]([C:11]([C:14]([C:17]([C:20]([C:23]([CH2:26][CH2:27][CH2:28][CH2:29][CH2:30][CH2:31][CH2:32][CH2:33][CH2:34][CH2:35][CH2:36][Br:38])([F:25])[F:24])([F:22])[F:21])([F:19])[F:18])([F:16])[F:15])([F:13])[F:12])([F:10])[F:9])([F:7])[F:6])([F:4])([F:3])[F:2]. Given the reactants [C:1]([C:5]([C:8]([C:11]([C:14]([C:17]([C:20]([C:23]([CH2:26][CH2:27][CH2:28][CH2:29][CH2:30][CH2:31][CH2:32][CH2:33][CH2:34][CH2:35][CH2:36]O)([F:25])[F:24])([F:22])[F:21])([F:19])[F:18])([F:16])[F:15])([F:13])[F:12])([F:10])[F:9])([F:7])[F:6])([F:4])([F:3])[F:2].[BrH:38].S(=O)(=O)(O)O, predict the reaction product.